This data is from Forward reaction prediction with 1.9M reactions from USPTO patents (1976-2016). The task is: Predict the product of the given reaction. (1) The product is: [Cl:1][C:2]1[CH:3]=[CH:4][C:5]([C:40]#[N:41])=[C:6]([C:8]2[C:13]([O:14][CH3:15])=[CH:12][N:11]([CH:16]([CH2:33][C@H:34]3[CH2:38][CH2:37][CH2:36][O:35]3)[C:17]([NH:19][C:20]3[CH:32]=[CH:31][C:23]([C:24]([OH:26])=[O:25])=[CH:22][CH:21]=3)=[O:18])[C:10](=[O:39])[CH:9]=2)[CH:7]=1. Given the reactants [Cl:1][C:2]1[CH:3]=[CH:4][C:5]([C:40]#[N:41])=[C:6]([C:8]2[C:13]([O:14][CH3:15])=[CH:12][N:11]([CH:16]([CH2:33][C@H:34]3[CH2:38][CH2:37][CH2:36][O:35]3)[C:17]([NH:19][C:20]3[CH:32]=[CH:31][C:23]([C:24]([O:26]C(C)(C)C)=[O:25])=[CH:22][CH:21]=3)=[O:18])[C:10](=[O:39])[CH:9]=2)[CH:7]=1.C(O)(C(F)(F)F)=O, predict the reaction product. (2) Given the reactants C(O[CH:6]1[C:11](=O)[CH2:10][CH2:9][N:8]([C:13]([O:15][C:16]([CH3:19])([CH3:18])[CH3:17])=[O:14])[CH2:7]1)/C=C/C.[CH2:20]([NH2:27])[C:21]1[CH:26]=[CH:25][CH:24]=[CH:23][CH:22]=1.C(O[BH-](O[C:38](=[O:40])[CH3:39])OC(=O)C)(=O)C.[Na+].Cl[CH2:43][CH2:44]Cl, predict the reaction product. The product is: [CH2:20]([NH:27][C@H:11]1[CH2:6][CH2:7][N:8]([C:13]([O:15][C:16]([CH3:17])([CH3:18])[CH3:19])=[O:14])[C@@H:9]([O:40][CH2:38]/[CH:39]=[CH:43]/[CH3:44])[CH2:10]1)[C:21]1[CH:26]=[CH:25][CH:24]=[CH:23][CH:22]=1. (3) Given the reactants [F:1][C:2]1[C:18]([CH3:19])=[C:17]([B:20]2[O:24][C:23]([CH3:26])([CH3:25])[C:22]([CH3:28])([CH3:27])[O:21]2)[CH:16]=[CH:15][C:3]=1[O:4][Si](C(C)C)(C(C)C)C(C)C.CCCC[N+](CCCC)(CCCC)CCCC.[F-], predict the reaction product. The product is: [F:1][C:2]1[C:18]([CH3:19])=[C:17]([B:20]2[O:24][C:23]([CH3:25])([CH3:26])[C:22]([CH3:28])([CH3:27])[O:21]2)[CH:16]=[CH:15][C:3]=1[OH:4]. (4) The product is: [F:1][C:2]([F:26])([F:25])[CH2:3][NH:4][C:5]([C:7]1([CH2:20][CH2:21][CH2:22][CH2:23][N:33]2[C@H:32]([CH3:34])[CH2:31][N:30]([C:35]3[O:36][C:37]4[CH:43]=[CH:42][CH:41]=[CH:40][C:38]=4[N:39]=3)[CH2:29][C@@H:28]2[CH3:27])[C:19]2[CH:18]=[CH:17][CH:16]=[CH:15][C:14]=2[C:13]2[C:8]1=[CH:9][CH:10]=[CH:11][CH:12]=2)=[O:6]. Given the reactants [F:1][C:2]([F:26])([F:25])[CH2:3][NH:4][C:5]([C:7]1([CH2:20][CH2:21][CH2:22][CH2:23]Br)[C:19]2[CH:18]=[CH:17][CH:16]=[CH:15][C:14]=2[C:13]2[C:8]1=[CH:9][CH:10]=[CH:11][CH:12]=2)=[O:6].[CH3:27][C@H:28]1[NH:33][C@@H:32]([CH3:34])[CH2:31][N:30]([C:35]2[O:36][C:37]3[CH:43]=[CH:42][CH:41]=[CH:40][C:38]=3[N:39]=2)[CH2:29]1, predict the reaction product. (5) The product is: [F:36][C:2]1[CH:7]=[CH:6][N:5]=[C:4]2[N:8]([Si:11]([CH:18]([CH3:20])[CH3:19])([CH:15]([CH3:17])[CH3:16])[CH:12]([CH3:14])[CH3:13])[CH:9]=[CH:10][C:3]=12. Given the reactants Br[C:2]1[CH:7]=[CH:6][N:5]=[C:4]2[N:8]([Si:11]([CH:18]([CH3:20])[CH3:19])([CH:15]([CH3:17])[CH3:16])[CH:12]([CH3:14])[CH3:13])[CH:9]=[CH:10][C:3]=12.C([Li])(C)(C)C.C1C=CC(S(N(S(C2C=CC=CC=2)(=O)=O)[F:36])(=O)=O)=CC=1.[Cl-].[NH4+], predict the reaction product. (6) Given the reactants Cl.Cl[CH2:3][CH2:4][N:5]1[CH2:10][CH2:9][CH:8]([CH2:11][C:12]([NH:14][C:15]2[CH:20]=[CH:19][C:18]([S:21]([CH3:24])(=[O:23])=[O:22])=[CH:17][CH:16]=2)=[O:13])[CH2:7][CH2:6]1.[F:25][C:26]1[CH:27]=[C:28]([CH:30]=[CH:31][CH:32]=1)[NH2:29].[I-].[Na+].CCN(C(C)C)C(C)C, predict the reaction product. The product is: [F:25][C:26]1[CH:27]=[C:28]([NH:29][CH2:3][CH2:4][N:5]2[CH2:10][CH2:9][CH:8]([CH2:11][C:12]([NH:14][C:15]3[CH:20]=[CH:19][C:18]([S:21]([CH3:24])(=[O:23])=[O:22])=[CH:17][CH:16]=3)=[O:13])[CH2:7][CH2:6]2)[CH:30]=[CH:31][CH:32]=1. (7) Given the reactants [NH2:1][C:2]1[C:11]2[C:6](=[CH:7][CH:8]=[CH:9][CH:10]=2)[CH:5]=[CH:4][C:3]=1[C:12]([OH:21])([C:17]([F:20])([F:19])[F:18])[C:13]([F:16])([F:15])[F:14].[CH:22]1([C:28](Cl)=[O:29])[CH2:27][CH2:26][CH2:25][CH2:24][CH2:23]1, predict the reaction product. The product is: [F:20][C:17]([F:18])([F:19])[C:12]([C:3]1[CH:4]=[CH:5][C:6]2[C:11](=[CH:10][CH:9]=[CH:8][CH:7]=2)[C:2]=1[NH:1][C:28]([CH:22]1[CH2:27][CH2:26][CH2:25][CH2:24][CH2:23]1)=[O:29])([OH:21])[C:13]([F:14])([F:15])[F:16]. (8) The product is: [Cl:27][C:7]1[S:8][C:4]([N:3]([CH2:1][CH3:2])[CH:14]2[CH2:19][CH2:18][O:17][CH2:16][CH2:15]2)=[C:5]([CH3:13])[C:6]=1[C:9]([O:11][CH3:12])=[O:10]. Given the reactants [CH2:1]([N:3]([CH:14]1[CH2:19][CH2:18][O:17][CH2:16][CH2:15]1)[C:4]1[S:8][CH:7]=[C:6]([C:9]([O:11][CH3:12])=[O:10])[C:5]=1[CH3:13])[CH3:2].C1C(=O)N([Cl:27])C(=O)C1.C([O-])([O-])=O.[Na+].[Na+], predict the reaction product. (9) Given the reactants Cl.[F:2][C:3]([F:25])([F:24])[C:4]1[CH:22]=[C:21]([F:23])[CH:20]=[CH:19][C:5]=1[CH:6]([O:14][CH:15]1[CH2:18][NH:17][CH2:16]1)[C:7]1[CH:12]=[CH:11][C:10]([Cl:13])=[CH:9][CH:8]=1.[C:26]([N:30]=[C:31]=[O:32])([CH3:29])([CH3:28])[CH3:27].C(=O)([O-])[O-], predict the reaction product. The product is: [F:25][C:3]([F:2])([F:24])[C:4]1[CH:22]=[C:21]([F:23])[CH:20]=[CH:19][C:5]=1[CH:6]([O:14][CH:15]1[CH2:18][N:17]([C:31]([NH:30][C:26]([CH3:29])([CH3:28])[CH3:27])=[O:32])[CH2:16]1)[C:7]1[CH:12]=[CH:11][C:10]([Cl:13])=[CH:9][CH:8]=1. (10) Given the reactants [Br:1][C:2]1[N:3]=[C:4]([CH2:21]C)[C:5]([NH:10][C@@H:11]2[C:19]3[C:14](=[CH:15][CH:16]=[CH:17][CH:18]=3)[CH2:13][C@@H:12]2[OH:20])=[N:6][C:7]=1[CH2:8]C.CC1C(N[C@@H]2C3C(=CC=CC=3)C[C@@H]2O)=NC(C)=CN=1, predict the reaction product. The product is: [Br:1][C:2]1[N:3]=[C:4]([CH3:21])[C:5]([NH:10][C@@H:11]2[C:19]3[C:14](=[CH:15][CH:16]=[CH:17][CH:18]=3)[CH2:13][C@@H:12]2[OH:20])=[N:6][C:7]=1[CH3:8].